This data is from Catalyst prediction with 721,799 reactions and 888 catalyst types from USPTO. The task is: Predict which catalyst facilitates the given reaction. (1) Product: [NH2:4][C@H:7]1[CH2:12][CH2:11][CH2:10][C@:9]([O:14][Si:15]([C:18]([CH3:21])([CH3:20])[CH3:19])([CH3:16])[CH3:17])([CH3:13])[C@@H:8]1[OH:22]. Reactant: [N-]=[N+]=[N-].[N:4]([C@H:7]1[CH2:12][CH2:11][CH2:10][C@:9]([O:14][Si:15]([C:18]([CH3:21])([CH3:20])[CH3:19])([CH3:17])[CH3:16])([CH3:13])[C@@H:8]1[OH:22])=[N+]=[N-].[H][H]. The catalyst class is: 78. (2) The catalyst class is: 61. Product: [Cl:1][C:2]1[CH:3]=[C:4]([C@@H:12]([CH2:25][CH:26]2[CH2:27][CH2:28][CH2:29][CH2:30]2)[C:13]([NH:15][C:16]2[CH:20]=[CH:19][N:18]([CH2:21][CH:22]([OH:24])[CH3:31])[N:17]=2)=[O:14])[CH:5]=[CH:6][C:7]=1[S:8]([CH3:11])(=[O:9])=[O:10]. Reactant: [Cl:1][C:2]1[CH:3]=[C:4]([C@@H:12]([CH2:25][CH:26]2[CH2:30][CH2:29][CH2:28][CH2:27]2)[C:13]([NH:15][C:16]2[CH:20]=[CH:19][N:18]([CH2:21][C:22]([OH:24])=O)[N:17]=2)=[O:14])[CH:5]=[CH:6][C:7]=1[S:8]([CH3:11])(=[O:10])=[O:9].[C:31](Cl)(=O)C(Cl)=O.N1C(C)=CC=CC=1C.NC1C=CN(CC(O)C)N=1. (3) Reactant: [H-].[Na+].[C:3]([C:7]1[CH:12]=[CH:11][C:10]([C:13]2[S:14][CH:15]=[C:16]([C:19]([O:21][CH2:22][CH3:23])=[O:20])[C:17]=2[OH:18])=[CH:9][CH:8]=1)([CH3:6])([CH3:5])[CH3:4].[CH3:24][O:25][CH2:26]Cl.[Cl-].[NH4+]. Product: [C:3]([C:7]1[CH:8]=[CH:9][C:10]([C:13]2[S:14][CH:15]=[C:16]([C:19]([O:21][CH2:22][CH3:23])=[O:20])[C:17]=2[O:18][CH2:24][O:25][CH3:26])=[CH:11][CH:12]=1)([CH3:6])([CH3:4])[CH3:5]. The catalyst class is: 9. (4) Reactant: [F:1][C:2]1[CH:9]=[CH:8][C:5]([CH:6]=O)=[CH:4][CH:3]=1.C(O[CH:13]=[CH:14][C:15]([O:17][CH2:18][CH3:19])=[O:16])C.[NH2:20][C:21]([NH2:23])=[O:22]. The catalyst class is: 10. Product: [CH2:18]([O:17][C:15]([C:14]1[CH:6]([C:5]2[CH:8]=[CH:9][C:2]([F:1])=[CH:3][CH:4]=2)[NH:20][C:21](=[O:22])[NH:23][CH:13]=1)=[O:16])[CH3:19].